Dataset: Full USPTO retrosynthesis dataset with 1.9M reactions from patents (1976-2016). Task: Predict the reactants needed to synthesize the given product. Given the product [N+:15]12([S:2]([N-:5][C:6]([O:12][C:8]([CH3:11])([CH3:10])[CH3:9])=[O:7])(=[O:4])=[O:3])[CH2:20][CH2:19][N:18]([CH2:17][CH2:16]1)[CH2:13][CH2:14]2.[N:15]12[CH2:20][CH2:19][N:18]([CH2:17][CH2:16]1)[CH2:13][CH2:14]2, predict the reactants needed to synthesize it. The reactants are: Cl[S:2]([N:5]=[C:6]=[O:7])(=[O:4])=[O:3].[C:8]([OH:12])([CH3:11])([CH3:10])[CH3:9].[CH2:13]1[N:18]2[CH2:19][CH2:20][N:15]([CH2:16][CH2:17]2)[CH2:14]1.